Dataset: Catalyst prediction with 721,799 reactions and 888 catalyst types from USPTO. Task: Predict which catalyst facilitates the given reaction. (1) Reactant: [C:1]([O:5][C:6]([N:8]1[CH2:16][C:15]2[C:10](=[CH:11][CH:12]=[C:13]([N+:17]([O-])=O)[CH:14]=2)[CH2:9]1)=[O:7])([CH3:4])([CH3:3])[CH3:2]. Product: [C:1]([O:5][C:6]([N:8]1[CH2:16][C:15]2[C:10](=[CH:11][CH:12]=[C:13]([NH2:17])[CH:14]=2)[CH2:9]1)=[O:7])([CH3:4])([CH3:2])[CH3:3]. The catalyst class is: 29. (2) Reactant: [Cl:1][C:2]1[CH:3]=[C:4]([C:9]2[S:10][CH:11]=[C:12]([C:15](=[N:17][NH2:18])[CH3:16])[C:13]=2[OH:14])[CH:5]=[CH:6][C:7]=1[Cl:8].[N:19]([C:22]1[CH:31]=[CH:30][C:25]2[O:26][CH2:27][CH2:28][O:29][C:24]=2[CH:23]=1)=[C:20]=[S:21].CO.O. Product: [Cl:1][C:2]1[CH:3]=[C:4]([C:9]2[S:10][CH:11]=[C:12]([C:15](=[N:17][NH:18][C:20](=[S:21])[NH:19][C:22]3[CH:31]=[CH:30][C:25]4[O:26][CH2:27][CH2:28][O:29][C:24]=4[CH:23]=3)[CH3:16])[C:13]=2[OH:14])[CH:5]=[CH:6][C:7]=1[Cl:8]. The catalyst class is: 9. (3) Reactant: Cl[C:2]1[CH:7]=[C:6]([Cl:8])[CH:5]=[CH:4][N:3]=1.[CH3:9][C:10]1[CH:16]=[CH:15][C:14]([N+:17]([O-:19])=[O:18])=[CH:13][C:11]=1[NH2:12].C1(P(C2C=CC=CC=2)C2C=CC3C(=CC=CC=3)C=2C2C3C(=CC=CC=3)C=CC=2P(C2C=CC=CC=2)C2C=CC=CC=2)C=CC=CC=1.C(=O)([O-])[O-].[Cs+].[Cs+]. Product: [Cl:8][C:6]1[CH:5]=[CH:4][N:3]=[C:2]([NH:12][C:11]2[CH:13]=[C:14]([N+:17]([O-:19])=[O:18])[CH:15]=[CH:16][C:10]=2[CH3:9])[CH:7]=1. The catalyst class is: 487. (4) Reactant: [C:1]([C:5]1[CH:6]=[C:7]2[C:11](=[CH:12][CH:13]=1)[CH:10]([NH2:14])[CH2:9][CH2:8]2)([CH3:4])([CH3:3])[CH3:2].C(N[C@@H](C(O)=O)CC(C)C)(=O)C. Product: [C:1]([C:5]1[CH:6]=[C:7]2[C:11](=[CH:12][CH:13]=1)[C@@H:10]([NH2:14])[CH2:9][CH2:8]2)([CH3:4])([CH3:2])[CH3:3]. The catalyst class is: 5. (5) Reactant: [CH:1]([C:4]1[CH:9]=[CH:8][C:7]([C:10]2[N:14]([CH2:15][CH2:16][O:17][CH3:18])[C:13]3[C:19]([O:34][CH3:35])=[CH:20][C:21]([CH:23](OC(=O)C)[C:24]4[CH:29]=[CH:28][CH:27]=[CH:26][CH:25]=4)=[CH:22][C:12]=3[N:11]=2)=[CH:6][CH:5]=1)([CH3:3])[CH3:2].CO. Product: [CH2:23]([C:21]1[CH:20]=[C:19]([O:34][CH3:35])[C:13]2[N:14]([CH2:15][CH2:16][O:17][CH3:18])[C:10]([C:7]3[CH:8]=[CH:9][C:4]([CH:1]([CH3:3])[CH3:2])=[CH:5][CH:6]=3)=[N:11][C:12]=2[CH:22]=1)[C:24]1[CH:25]=[CH:26][CH:27]=[CH:28][CH:29]=1. The catalyst class is: 123. (6) Reactant: [Zn:1].[Br:2][C:3]1[C:4]([C:9]#[N:10])=[N:5][CH:6]=[CH:7][CH:8]=1. Product: [Br-:2].[C:9]([C:4]1[C:3]([Zn+:1])=[CH:8][CH:7]=[CH:6][N:5]=1)#[N:10]. The catalyst class is: 1.